From a dataset of Forward reaction prediction with 1.9M reactions from USPTO patents (1976-2016). Predict the product of the given reaction. Given the reactants Cl.[Cl:2][C:3]1[CH:8]=[CH:7][N:6]=[CH:5][CH:4]=1.[CH2:9]([Mg]Br)[CH2:10][CH2:11][CH2:12][CH3:13].Cl[C:17]([O:19][C:20]1[CH:25]=[CH:24][CH:23]=[CH:22][CH:21]=1)=[O:18].[CH2:26]1COCC1, predict the reaction product. The product is: [Cl:2][C:3]1[CH:8]=[CH:7][N:6]([C:17]([O:19][C:20]2[CH:25]=[CH:24][CH:23]=[CH:22][CH:21]=2)=[O:18])[CH:5]([CH2:13][CH2:12][CH2:11][CH2:10][CH2:9][CH3:26])[CH:4]=1.